This data is from Reaction yield outcomes from USPTO patents with 853,638 reactions. The task is: Predict the reaction yield, written as a fraction of the theoretical maximum amount of product (1.0 means a 100% yield; for example, 0.34 means a 34% yield). (1) The reactants are [ClH:1].[CH2:2]([C:5]1([NH2:15])[CH2:10][C:9]([CH3:12])([CH3:11])[CH2:8][C:7]([CH3:14])([CH3:13])[CH2:6]1)C=C.[H-].[Al+3].[Li+].[H-].[H-].[H-].[CH2:22](OCC)C. No catalyst specified. The product is [ClH:1].[CH3:11][C:9]12[CH2:10][C:5]([CH3:2])([N:15]([CH3:22])[CH2:12]1)[CH2:6][C:7]([CH3:14])([CH3:13])[CH2:8]2. The yield is 0.260. (2) The product is [OH:2][C:3]1[CH:4]=[C:5]2[C:10](=[CH:11][CH:12]=1)[C:9](=[O:13])[CH2:8][CH2:7][C:6]2([CH3:15])[CH3:14]. The reactants are C[O:2][C:3]1[CH:4]=[C:5]2[C:10](=[CH:11][CH:12]=1)[C:9](=[O:13])[CH2:8][CH2:7][C:6]2([CH3:15])[CH3:14].BrB(Br)Br. The catalyst is ClCCl. The yield is 0.320.